The task is: Predict the reactants needed to synthesize the given product.. This data is from Full USPTO retrosynthesis dataset with 1.9M reactions from patents (1976-2016). (1) Given the product [CH3:25][N:5]1[C:6]2[CH:11]=[CH:10][CH:9]=[CH:8][C:7]=2[N:3]=[C:4]1[C:12]1[N:13]=[CH:14][N:15]2[C:20](=[O:21])[N:19]([CH2:22][C:23]#[CH:24])[N:18]=[N:17][C:16]=12, predict the reactants needed to synthesize it. The reactants are: [H-].[Na+].[NH:3]1[C:7]2[CH:8]=[CH:9][CH:10]=[CH:11][C:6]=2[N:5]=[C:4]1[C:12]1[N:13]=[CH:14][N:15]2[C:20](=[O:21])[N:19]([CH2:22][C:23]#[CH:24])[N:18]=[N:17][C:16]=12.[CH3:25]I. (2) Given the product [Cl:18][C:14]1[C:13]([CH3:19])=[C:12]([C:10]2[N:9]=[C:8]([NH2:20])[N:7]=[C:6]([NH:4][CH2:1][C:2]#[CH:3])[CH:11]=2)[CH:17]=[CH:16][CH:15]=1, predict the reactants needed to synthesize it. The reactants are: [CH2:1]([NH2:4])[C:2]#[CH:3].Cl[C:6]1[CH:11]=[C:10]([C:12]2[CH:17]=[CH:16][CH:15]=[C:14]([Cl:18])[C:13]=2[CH3:19])[N:9]=[C:8]([NH2:20])[N:7]=1. (3) Given the product [Cl:1][C:2]1[N:7]=[CH:6][C:5]2[CH:8]=[N:9][N:10]([C:12]3[N:17]=[C:16]([N:18]4[CH:23]([CH3:24])[CH2:22][CH2:21][CH:20]([NH:25][C:26](=[O:32])[O:27][C:28]([CH3:31])([CH3:30])[CH3:29])[CH2:19]4)[CH:15]=[CH:14][CH:13]=3)[C:4]=2[CH:3]=1, predict the reactants needed to synthesize it. The reactants are: [Cl:1][C:2]1[N:7]=[CH:6][C:5]2[CH:8]=[N:9][NH:10][C:4]=2[CH:3]=1.Br[C:12]1[N:17]=[C:16]([N:18]2[CH:23]([CH3:24])[CH2:22][CH2:21][CH:20]([NH:25][C:26](=[O:32])[O:27][C:28]([CH3:31])([CH3:30])[CH3:29])[CH2:19]2)[CH:15]=[CH:14][CH:13]=1.CC1(C)C2C(=C(P(C3C=CC=CC=3)C3C=CC=CC=3)C=CC=2)OC2C(P(C3C=CC=CC=3)C3C=CC=CC=3)=CC=CC1=2.CC(C)([O-])C.[Na+].